Dataset: Retrosynthesis with 50K atom-mapped reactions and 10 reaction types from USPTO. Task: Predict the reactants needed to synthesize the given product. (1) Given the product CCN(CC)CCc1ccc2ccn(-c3ccc(F)cc3)c2c1, predict the reactants needed to synthesize it. The reactants are: CCN(CC)CCc1ccc2cc[nH]c2c1.Fc1ccc(I)cc1. (2) Given the product CC[C@@H]1COC(=O)N1c1ccc(C(=O)N2CCN(c3ncc(C4CC4)cc3C3CC3)CC2)cc1, predict the reactants needed to synthesize it. The reactants are: CC[C@@H]1COC(=O)N1.O=C(c1ccc(I)cc1)N1CCN(c2ncc(C3CC3)cc2C2CC2)CC1. (3) Given the product CCn1cc(-c2cnc(N)c(-c3ccc(C(=O)OC)c(F)c3)n2)cn1, predict the reactants needed to synthesize it. The reactants are: CCBr.COC(=O)c1ccc(-c2nc(-c3cn[nH]c3)cnc2N)cc1F.